This data is from Forward reaction prediction with 1.9M reactions from USPTO patents (1976-2016). The task is: Predict the product of the given reaction. (1) Given the reactants Br[C:2]1[CH:3]=[C:4]([CH:8]=[CH:9][C:10]=1[CH:11]=[C:12]1[CH2:17][CH2:16][CH2:15][CH2:14][CH2:13]1)[C:5]([OH:7])=[O:6].[C:18]([C:22]1[CH:23]=[C:24](B2OC(C)(C)C(C)(C)O2)[CH:25]=[C:26]([C:28]([CH3:31])([CH3:30])[CH3:29])[CH:27]=1)([CH3:21])([CH3:20])[CH3:19].C([O-])([O-])=O.[Na+].[Na+], predict the reaction product. The product is: [C:18]([C:22]1[CH:23]=[C:24]([C:2]2[C:10]([CH:11]=[C:12]3[CH2:17][CH2:16][CH2:15][CH2:14][CH2:13]3)=[CH:9][CH:8]=[C:4]([C:5]([OH:7])=[O:6])[CH:3]=2)[CH:25]=[C:26]([C:28]([CH3:31])([CH3:30])[CH3:29])[CH:27]=1)([CH3:21])([CH3:20])[CH3:19]. (2) Given the reactants C([O:3][C:4](=[O:23])[CH2:5][N:6]1[C:10](=[O:11])[N:9]([CH:12]2[CH2:14][CH2:13]2)[C:8]([C:15]2[CH:20]=[CH:19][CH:18]=[CH:17][C:16]=2[O:21][CH3:22])=[N:7]1)C.[OH-].[K+], predict the reaction product. The product is: [CH:12]1([N:9]2[C:10](=[O:11])[N:6]([CH2:5][C:4]([OH:23])=[O:3])[N:7]=[C:8]2[C:15]2[CH:20]=[CH:19][CH:18]=[CH:17][C:16]=2[O:21][CH3:22])[CH2:14][CH2:13]1. (3) Given the reactants [C:1]([O:5][C:6](=[O:16])[NH:7][C@@H:8]([CH3:15])[C:9](N(OC)C)=[O:10])([CH3:4])([CH3:3])[CH3:2].Br[C:18]1[CH:23]=[C:22]([F:24])[CH:21]=[C:20]([F:25])[CH:19]=1.C(OC(=O)N[C@H](C)C(N(OC)C)=O)(C)(C)C.COC1C=CC(Br)=CC=1, predict the reaction product. The product is: [C:1]([O:5][C:6](=[O:16])[NH:7][C@@H:8]([CH3:15])[C:9]([C:18]1[CH:23]=[C:22]([F:24])[CH:21]=[C:20]([F:25])[CH:19]=1)=[O:10])([CH3:2])([CH3:3])[CH3:4]. (4) Given the reactants I[C:2]1[CH:7]=[CH:6][CH:5]=[CH:4][C:3]=1[N+:8]([O-])=O.[C:11]([NH:26][C:27]1[CH:32]=[CH:31][CH:30]=[CH:29][CH:28]=1)(=O)[CH2:12][CH2:13][CH2:14][CH2:15][CH2:16][CH2:17][CH2:18][CH2:19][CH2:20][CH2:21][CH2:22][CH2:23][CH3:24], predict the reaction product. The product is: [C:3]1([N:8]2[C:32]3[CH:31]=[CH:30][CH:29]=[CH:28][C:27]=3[N:26]=[C:11]2[CH2:12][CH2:13][CH2:14][CH2:15][CH2:16][CH2:17][CH2:18][CH2:19][CH2:20][CH2:21][CH2:22][CH2:23][CH3:24])[CH:4]=[CH:5][CH:6]=[CH:7][CH:2]=1.